From a dataset of TCR-epitope binding with 47,182 pairs between 192 epitopes and 23,139 TCRs. Binary Classification. Given a T-cell receptor sequence (or CDR3 region) and an epitope sequence, predict whether binding occurs between them. (1) The epitope is SQASSRSSSR. The TCR CDR3 sequence is CASSLTASYEQYF. Result: 0 (the TCR does not bind to the epitope). (2) The epitope is EHPTFTSQYRIQGKL. The TCR CDR3 sequence is CASSYPTFRETQYF. Result: 0 (the TCR does not bind to the epitope). (3) The epitope is QECVRGTTVL. The TCR CDR3 sequence is CASSQEGGMNTEAFF. Result: 0 (the TCR does not bind to the epitope). (4) The epitope is ISDYDYYRY. The TCR CDR3 sequence is CAISESMGTGTQETQYF. Result: 0 (the TCR does not bind to the epitope). (5) The TCR CDR3 sequence is CASSDGRQPYNEQFF. Result: 1 (the TCR binds to the epitope). The epitope is EILDITPCSF. (6) The epitope is YSEHPTFTSQY. The TCR CDR3 sequence is CASSQVLRVLSYNEQFF. Result: 1 (the TCR binds to the epitope). (7) The epitope is SGPLKAEIAQRLED. The TCR CDR3 sequence is CASSLSQGTILYEQYF. Result: 0 (the TCR does not bind to the epitope).